Dataset: Full USPTO retrosynthesis dataset with 1.9M reactions from patents (1976-2016). Task: Predict the reactants needed to synthesize the given product. (1) Given the product [C:31]([NH:34][NH:35][C:21]([CH:18]1[CH2:19][CH2:20][N:16]([C:14]([O:13][C:9]([CH3:10])([CH3:11])[CH3:12])=[O:15])[CH2:17]1)=[O:23])(=[O:33])[CH3:32], predict the reactants needed to synthesize it. The reactants are: ClC(OCC(C)C)=O.[C:9]([O:13][C:14]([N:16]1[CH2:20][CH2:19][CH:18]([C:21]([OH:23])=O)[CH2:17]1)=[O:15])([CH3:12])([CH3:11])[CH3:10].CN1CCOCC1.[C:31]([NH:34][NH2:35])(=[O:33])[CH3:32]. (2) Given the product [NH2:10][C@H:11]([C:20]([OH:22])=[O:21])[CH2:12][C:13](=[O:19])[O:14][C:15]([CH3:18])([CH3:16])[CH3:17], predict the reactants needed to synthesize it. The reactants are: N[C@H](C(O)=O)CC(=O)O.[NH:10](C(OCC1C2C(=CC=CC=2)C2C1=CC=CC=2)=O)[C@H:11]([C:20]([OH:22])=[O:21])[CH2:12][C:13](=[O:19])[O:14][C:15]([CH3:18])([CH3:17])[CH3:16]. (3) Given the product [F:51][C:47]1([F:50])[CH2:46][CH2:45][CH:44]([C:30]2[C:29]3[CH:28]([OH:52])[CH2:27][C:26]([CH3:62])([CH3:63])[CH2:25][C:24]=3[N:23]=[C:22]([CH:19]3[CH2:18][CH2:17][N:16]([C:13]4[N:14]=[CH:15][C:10]([C:7]([N:1]5[CH2:6][CH2:5][O:4][CH2:3][CH2:2]5)=[O:8])=[CH:11][N:12]=4)[CH2:21][CH2:20]3)[C:31]=2[CH:32]([F:43])[C:33]2[CH:34]=[CH:35][C:36]([C:39]([F:40])([F:42])[F:41])=[CH:37][CH:38]=2)[CH2:49][CH2:48]1, predict the reactants needed to synthesize it. The reactants are: [NH:1]1[CH2:6][CH2:5][O:4][CH2:3][CH2:2]1.[C:7]([C:10]1[CH:11]=[N:12][C:13]([N:16]2[CH2:21][CH2:20][CH:19]([C:22]3[C:31]([CH:32]([F:43])[C:33]4[CH:38]=[CH:37][C:36]([C:39]([F:42])([F:41])[F:40])=[CH:35][CH:34]=4)=[C:30]([CH:44]4[CH2:49][CH2:48][C:47]([F:51])([F:50])[CH2:46][CH2:45]4)[C:29]4[CH:28]([O:52]CC5C=CC(OC)=CC=5)[CH2:27][C:26]([CH3:63])([CH3:62])[CH2:25][C:24]=4[N:23]=3)[CH2:18][CH2:17]2)=[N:14][CH:15]=1)(O)=[O:8]. (4) The reactants are: [H-].[Na+].[CH:3]1([N:8]2[CH2:13][CH2:12][CH:11]([OH:14])[CH2:10][CH2:9]2)[CH2:7][CH2:6][CH2:5][CH2:4]1.CN(C=O)C.F[C:21]1[CH:26]=[CH:25][C:24]([C:27]2[CH:32]=[CH:31][C:30]([C:33]#[N:34])=[CH:29][CH:28]=2)=[CH:23][N:22]=1. Given the product [CH:3]1([N:8]2[CH2:9][CH2:10][CH:11]([O:14][C:21]3[CH:26]=[CH:25][C:24]([C:27]4[CH:32]=[CH:31][C:30]([C:33]#[N:34])=[CH:29][CH:28]=4)=[CH:23][N:22]=3)[CH2:12][CH2:13]2)[CH2:7][CH2:6][CH2:5][CH2:4]1, predict the reactants needed to synthesize it.